Dataset: Reaction yield outcomes from USPTO patents with 853,638 reactions. Task: Predict the reaction yield, written as a fraction of the theoretical maximum amount of product (1.0 means a 100% yield; for example, 0.34 means a 34% yield). (1) The product is [CH2:9]([O:8][P:4]([CH2:12][C:13]1[CH:18]=[CH:17][C:16]([C:19]([OH:21])=[O:20])=[CH:15][CH:14]=1)([O:5][CH2:6][CH3:7])=[O:3])[CH3:10]. The reactants are C([O:3][P:4]([O:8][CH2:9][CH3:10])[O:5][CH2:6][CH3:7])C.Br[CH2:12][C:13]1[CH:18]=[CH:17][C:16]([C:19]([OH:21])=[O:20])=[CH:15][CH:14]=1. The catalyst is C1(C)C=CC=CC=1. The yield is 0.770. (2) The reactants are [F:1][C:2]1[CH:30]=[C:29]([N+:31]([O-:33])=[O:32])[CH:28]=[CH:27][C:3]=1[O:4][C:5]1[CH:10]=[CH:9][N:8]=[C:7]2[CH:11]=[C:12]([C:14]3[N:15]=[CH:16][N:17](COCC[Si](C)(C)C)[CH:18]=3)[S:13][C:6]=12.Cl. The catalyst is CCO. The yield is 1.00. The product is [F:1][C:2]1[CH:30]=[C:29]([N+:31]([O-:33])=[O:32])[CH:28]=[CH:27][C:3]=1[O:4][C:5]1[CH:10]=[CH:9][N:8]=[C:7]2[CH:11]=[C:12]([C:14]3[N:15]=[CH:16][NH:17][CH:18]=3)[S:13][C:6]=12. (3) The yield is 0.690. The catalyst is C(#N)C. The product is [N:14]([C:9]1[CH:10]=[C:11]([O:12][CH3:13])[C:6]2[N:7]([C:3]([CH:2]([F:1])[F:15])=[N:4][N:5]=2)[CH:8]=1)=[N+:20]=[N-:21]. The reactants are [F:1][CH:2]([F:15])[C:3]1[N:7]2[CH:8]=[C:9]([NH2:14])[CH:10]=[C:11]([O:12][CH3:13])[C:6]2=[N:5][N:4]=1.C[Si]([N:20]=[N+:21]=[N-])(C)C.C(ON=O)(C)(C)C. (4) The reactants are [OH-].[Na+].[Cl:3][C:4]1[CH:13]=[CH:12][C:11]([C:14]#[C:15][Si](C)(C)C)=[CH:10][C:5]=1[C:6]([O:8]C)=[O:7]. The product is [Cl:3][C:4]1[CH:13]=[CH:12][C:11]([C:14]#[CH:15])=[CH:10][C:5]=1[C:6]([OH:8])=[O:7]. The yield is 0.950. The catalyst is CO. (5) The reactants are [C:1]([O:9][C@@H:10]1[CH2:15][O:14][C:12](=[O:13])[CH2:11]1)(=[O:8])[C:2]1[CH:7]=[CH:6][CH:5]=[CH:4][CH:3]=1.[H-].C([Al+]C(C)C)(C)C. The catalyst is C1COCC1.C1(C)C=CC=CC=1. The product is [C:1]([O:9][C@H:10]([CH2:15][OH:14])[CH2:11][CH:12]=[O:13])(=[O:8])[C:2]1[CH:7]=[CH:6][CH:5]=[CH:4][CH:3]=1. The yield is 0.750. (6) The reactants are [F:1][C:2]1([F:32])[CH2:7][CH2:6][N:5]([C:8]([C:10]2[NH:11][C:12]3[C:17]([CH:18]=2)=[CH:16][C:15]([C:19]([N:21]2[CH2:25][CH2:24][CH2:23][C@H:22]2[CH2:26][N:27]2[CH2:31][CH2:30][CH2:29][CH2:28]2)=[O:20])=[CH:14][CH:13]=3)=[O:9])[CH2:4][CH2:3]1.[H-].[Na+].[CH3:35][O:36][CH2:37][CH2:38]Br. The yield is 0.690. The catalyst is CN(C)C=O. The product is [F:32][C:2]1([F:1])[CH2:7][CH2:6][N:5]([C:8]([C:10]2[N:11]([CH2:38][CH2:37][O:36][CH3:35])[C:12]3[C:17]([CH:18]=2)=[CH:16][C:15]([C:19]([N:21]2[CH2:25][CH2:24][CH2:23][C@H:22]2[CH2:26][N:27]2[CH2:31][CH2:30][CH2:29][CH2:28]2)=[O:20])=[CH:14][CH:13]=3)=[O:9])[CH2:4][CH2:3]1. (7) The reactants are [F:1][C:2]([F:17])([F:16])[C:3]1[CH:4]=[C:5]([C@@H:13](O)[CH3:14])[CH:6]=[C:7]([C:9]([F:12])([F:11])[F:10])[CH:8]=1.P(Br)(Br)[Br:19].Br. No catalyst specified. The product is [Br:19][C@@H:13]([C:5]1[CH:4]=[C:3]([C:2]([F:17])([F:16])[F:1])[CH:8]=[C:7]([C:9]([F:12])([F:11])[F:10])[CH:6]=1)[CH3:14]. The yield is 0.938.